Dataset: NCI-60 drug combinations with 297,098 pairs across 59 cell lines. Task: Regression. Given two drug SMILES strings and cell line genomic features, predict the synergy score measuring deviation from expected non-interaction effect. Drug 1: CC12CCC3C(C1CCC2=O)CC(=C)C4=CC(=O)C=CC34C. Drug 2: CCN(CC)CCCC(C)NC1=C2C=C(C=CC2=NC3=C1C=CC(=C3)Cl)OC. Cell line: SN12C. Synergy scores: CSS=43.3, Synergy_ZIP=1.98, Synergy_Bliss=8.84, Synergy_Loewe=5.21, Synergy_HSA=8.65.